From a dataset of Peptide-MHC class II binding affinity with 134,281 pairs from IEDB. Regression. Given a peptide amino acid sequence and an MHC pseudo amino acid sequence, predict their binding affinity value. This is MHC class II binding data. (1) The peptide sequence is PFAATANPWASQRF. The MHC is DRB5_0101 with pseudo-sequence DRB5_0101. The binding affinity (normalized) is 0.389. (2) The MHC is DRB1_0405 with pseudo-sequence DRB1_0405. The peptide sequence is QVKVPKGAPCRIPVI. The binding affinity (normalized) is 0. (3) The binding affinity (normalized) is 0.116. The MHC is DRB1_0301 with pseudo-sequence DRB1_0301. The peptide sequence is KVPPGPNITATYGDK. (4) The peptide sequence is GLRSDTTLLRALGAQ. The MHC is DRB1_0802 with pseudo-sequence DRB1_0802. The binding affinity (normalized) is 0.446. (5) The peptide sequence is IQYVNYWFAPGAGAA. The MHC is DRB4_0101 with pseudo-sequence DRB4_0103. The binding affinity (normalized) is 0.402. (6) The MHC is DRB5_0101 with pseudo-sequence DRB5_0101. The binding affinity (normalized) is 0.119. The peptide sequence is WFIISIVQMAPVSAM.